Dataset: Reaction yield outcomes from USPTO patents with 853,638 reactions. Task: Predict the reaction yield, written as a fraction of the theoretical maximum amount of product (1.0 means a 100% yield; for example, 0.34 means a 34% yield). (1) The reactants are Cl[C:2]1[CH:3]=[C:4]([NH:10][C:11]2[CH:23]=[C:14]3[CH2:15][N:16]([CH2:19][CH2:20][O:21][CH3:22])[CH2:17][CH2:18][N:13]3[N:12]=2)[C:5](=[O:9])[N:6]([CH3:8])[N:7]=1.[C:24]([O:27][CH2:28][C:29]1[C:30]([N:44]2[CH2:55][CH2:54][N:53]3[C:46](=[CH:47][C:48]4[CH2:49][C:50]([CH3:57])([CH3:56])[CH2:51][C:52]=43)[C:45]2=[O:58])=[N:31][CH:32]=[CH:33][C:34]=1B1OC(C)(C)C(C)(C)O1)(=[O:26])[CH3:25].[O-]P([O-])([O-])=O.[K+].[K+].[K+].C([O-])(=O)C.[Na+]. The catalyst is C1C=CC(P(C2C=CC=CC=2)[C-]2C=CC=C2)=CC=1.C1C=CC(P(C2C=CC=CC=2)[C-]2C=CC=C2)=CC=1.Cl[Pd]Cl.[Fe+2].C(#N)C.O. The product is [C:24]([O:27][CH2:28][C:29]1[C:30]([N:44]2[CH2:55][CH2:54][N:53]3[C:46](=[CH:47][C:48]4[CH2:49][C:50]([CH3:57])([CH3:56])[CH2:51][C:52]=43)[C:45]2=[O:58])=[N:31][CH:32]=[CH:33][C:34]=1[C:2]1[CH:3]=[C:4]([NH:10][C:11]2[CH:23]=[C:14]3[CH2:15][N:16]([CH2:19][CH2:20][O:21][CH3:22])[CH2:17][CH2:18][N:13]3[N:12]=2)[C:5](=[O:9])[N:6]([CH3:8])[N:7]=1)(=[O:26])[CH3:25]. The yield is 0.430. (2) The reactants are BrC1C=CC(C[O:7][C:8]2[N:12]([C:13]3[CH:18]=[C:17]([C:19]([O:21][CH3:22])=[O:20])[CH:16]=[CH:15][N:14]=3)[N:11]=[CH:10][CH:9]=2)=CC=1.B(Br)(Br)Br.CO.C([O-])(O)=O.[Na+]. The catalyst is C(Cl)Cl. The product is [OH:7][C:8]1[N:12]([C:13]2[CH:18]=[C:17]([C:19]([O:21][CH3:22])=[O:20])[CH:16]=[CH:15][N:14]=2)[N:11]=[CH:10][CH:9]=1. The yield is 0.600. (3) The reactants are [CH2:1]([S:3](Cl)(=[O:5])=[O:4])[CH3:2].[Br:7][C:8]1[CH:9]=[C:10]([CH:12]=[CH:13][C:14]=1[O:15][C:16]1[CH:21]=[CH:20][C:19]([F:22])=[CH:18][C:17]=1[F:23])[NH2:11].N1C=CC=CC=1.Cl. The catalyst is ClCCl. The product is [Br:7][C:8]1[CH:9]=[C:10]([NH:11][S:3]([CH2:1][CH3:2])(=[O:5])=[O:4])[CH:12]=[CH:13][C:14]=1[O:15][C:16]1[CH:21]=[CH:20][C:19]([F:22])=[CH:18][C:17]=1[F:23]. The yield is 0.990. (4) The reactants are O1CCCCC1[N:7]1[C:15]2[C:10](=[CH:11][C:12]([C:16]3[N:20]=[CH:19][N:18](C(C4C=CC=CC=4)(C4C=CC=CC=4)C4C=CC=CC=4)[N:17]=3)=[CH:13][CH:14]=2)[C:9]([C:40]2[CH:41]=[C:42]([NH2:46])[CH:43]=[CH:44][CH:45]=2)=[N:8]1.[Cl:47][C:48]1[CH:55]=[C:54]([Cl:56])[CH:53]=[CH:52][C:49]=1[CH2:50]Cl.[OH2:57]. The catalyst is N1C=CC=CC=1. The product is [NH:18]1[CH:19]=[N:20][C:16]([C:12]2[CH:11]=[C:10]3[C:15](=[CH:14][CH:13]=2)[NH:7][N:8]=[C:9]3[C:40]2[CH:41]=[C:42]([NH:46][C:50]([C:49]3[CH:52]=[CH:53][C:54]([Cl:56])=[CH:55][C:48]=3[Cl:47])=[O:57])[CH:43]=[CH:44][CH:45]=2)=[N:17]1. The yield is 0.550. (5) The reactants are [CH3:1][C:2]1[N:3]=[C:4]([NH:11][C:12](=[O:20])OC2C=CC=CC=2)[C:5]([O:9][CH3:10])=[N:6][C:7]=1[CH3:8].[N+:21]([C:24]1[CH:25]=[C:26]([N:33]2[CH2:38][CH2:37][NH:36][CH2:35][CH2:34]2)[CH:27]=[C:28]([N+:30]([O-:32])=[O:31])[CH:29]=1)([O-:23])=[O:22]. No catalyst specified. The product is [CH3:1][C:2]1[N:3]=[C:4]([NH:11][C:12]([N:36]2[CH2:37][CH2:38][N:33]([C:26]3[CH:27]=[C:28]([N+:30]([O-:32])=[O:31])[CH:29]=[C:24]([N+:21]([O-:23])=[O:22])[CH:25]=3)[CH2:34][CH2:35]2)=[O:20])[C:5]([O:9][CH3:10])=[N:6][C:7]=1[CH3:8]. The yield is 0.645. (6) The reactants are [O:1]=[C:2]1[CH2:7][CH2:6][N:5]([C:8]([O:10][C:11]([CH3:14])([CH3:13])[CH3:12])=[O:9])[CH2:4][CH:3]1[C:15]([O:17][CH2:18][CH3:19])=[O:16].C[Si]([N-][Si](C)(C)C)(C)C.[Na+].[P:30](Cl)(=[O:37])([O:34][CH2:35][CH3:36])[O:31][CH2:32][CH3:33]. The catalyst is CC(OC)(C)C. The product is [CH2:32]([O:31][P:30]([O:1][C:2]1[CH2:7][CH2:6][N:5]([C:8]([O:10][C:11]([CH3:12])([CH3:13])[CH3:14])=[O:9])[CH2:4][C:3]=1[C:15]([O:17][CH2:18][CH3:19])=[O:16])([O:34][CH2:35][CH3:36])=[O:37])[CH3:33]. The yield is 0.490. (7) The reactants are C1(P(C2C=CC=CC=2)C2C=CC=CC=2)C=CC=CC=1.BrN1C(=O)CCC1=O.[CH:28]1([CH2:33][C@H:34]([C:38]2[CH:43]=[CH:42][C:41]([Cl:44])=[C:40]([Cl:45])[CH:39]=2)[C:35]([OH:37])=O)[CH2:32][CH2:31][CH2:30][CH2:29]1.[NH2:46][C:47]1[S:48][C:49]2[CH:55]=[CH:54][CH:53]=[CH:52][C:50]=2[N:51]=1.N1C=CC=CC=1. The catalyst is C(Cl)Cl.O. The product is [S:48]1[C:49]2[CH:55]=[CH:54][CH:53]=[CH:52][C:50]=2[N:51]=[C:47]1[NH:46][C:35](=[O:37])[C@@H:34]([C:38]1[CH:43]=[CH:42][C:41]([Cl:44])=[C:40]([Cl:45])[CH:39]=1)[CH2:33][CH:28]1[CH2:29][CH2:30][CH2:31][CH2:32]1. The yield is 0.760.